From a dataset of Catalyst prediction with 721,799 reactions and 888 catalyst types from USPTO. Predict which catalyst facilitates the given reaction. (1) Reactant: [NH2:1][C:2]1[CH:7]=[CH:6][C:5]([CH:8]=[C:9]([C:15]#[N:16])[C:10]([O:12][CH2:13][CH3:14])=[O:11])=[CH:4][CH:3]=1.[C:17](=[O:20])(O)[O-].[Na+].[Cl:22][C:23]1[N:28]=[C:27](Cl)[N:26]=[C:25]([C:30]2[CH:35]=[CH:34][C:33](OC)=[CH:32][CH:31]=2)[N:24]=1. Product: [Cl:22][C:23]1[N:24]=[C:25]([C:30]2[CH:35]=[CH:34][CH:33]=[CH:32][C:31]=2[O:20][CH3:17])[N:26]=[C:27]([NH:1][C:2]2[CH:3]=[CH:4][C:5]([CH:8]=[C:9]([C:15]#[N:16])[C:10]([O:12][CH2:13][CH3:14])=[O:11])=[CH:6][CH:7]=2)[N:28]=1. The catalyst class is: 21. (2) Reactant: [NH2:1][C:2]1[C:3]([Cl:18])=[N:4][C:5]2[C:10]([C:11]=1[NH:12][CH2:13][C:14]([CH3:17])([OH:16])[CH3:15])=[CH:9][CH:8]=[CH:7][CH:6]=2.C(N(CC)CC)C.[Cl-].Cl[C:28](Cl)=[N+:29]([CH3:33])[CH2:30][CH2:31][CH3:32]. Product: [Cl:18][C:3]1[C:2]2[N:1]=[C:28]([N:29]([CH3:33])[CH2:30][CH2:31][CH3:32])[N:12]([CH2:13][C:14]([CH3:15])([OH:16])[CH3:17])[C:11]=2[C:10]2[CH:9]=[CH:8][CH:7]=[CH:6][C:5]=2[N:4]=1. The catalyst class is: 96. (3) Reactant: C([O:3][C:4]([C:6]1[C:7]2[N:8]=[CH:9][CH:10]=[N:11][C:12]=2[C:13]([C:16]2[C:21]([F:22])=[C:20]([O:23][CH3:24])[CH:19]=[C:18]([O:25][CH3:26])[C:17]=2[Cl:27])=[CH:14][CH:15]=1)=O)C.[NH2:28][C:29]1[N:34]=[CH:33][C:32]([CH2:35][N:36]([CH3:42])[CH2:37][CH2:38][N:39]([CH3:41])[CH3:40])=[CH:31][CH:30]=1.C[Al](C)C.C([O-])(O)=O.[Na+]. Product: [CH3:40][N:39]([CH3:41])[CH2:38][CH2:37][N:36]([CH2:35][C:32]1[CH:31]=[CH:30][C:29]([NH:28][C:4]([C:6]2[C:7]3[N:8]=[CH:9][CH:10]=[N:11][C:12]=3[C:13]([C:16]3[C:21]([F:22])=[C:20]([O:23][CH3:24])[CH:19]=[C:18]([O:25][CH3:26])[C:17]=3[Cl:27])=[CH:14][CH:15]=2)=[O:3])=[N:34][CH:33]=1)[CH3:42]. The catalyst class is: 2. (4) Reactant: O=P12OP3(OP(OP(O3)(O1)=O)(=O)O2)=O.O[C:16]([CH3:27])([CH2:18][CH2:19][CH2:20][C:21]1[CH:26]=[CH:25][CH:24]=[CH:23][CH:22]=1)[CH3:17]. Product: [CH3:17][C:16]1([CH3:27])[C:26]2[C:21](=[CH:22][CH:23]=[CH:24][CH:25]=2)[CH2:20][CH2:19][CH2:18]1. The catalyst class is: 501. (5) Reactant: [CH3:1][N:2]([C@@H:10]1[CH2:14][CH2:13][N:12]([C:15]2[N:20]=[C:19]3[N:21]([CH2:24][C:25]4[CH:26]=[C:27]5[C:32](=[CH:33][CH:34]=4)[N:31]=[CH:30][CH:29]=[CH:28]5)[N:22]=[N:23][C:18]3=[N:17][CH:16]=2)[CH2:11]1)C(=O)OC(C)(C)C.Cl. Product: [CH3:1][NH:2][C@@H:10]1[CH2:14][CH2:13][N:12]([C:15]2[N:20]=[C:19]3[N:21]([CH2:24][C:25]4[CH:26]=[C:27]5[C:32](=[CH:33][CH:34]=4)[N:31]=[CH:30][CH:29]=[CH:28]5)[N:22]=[N:23][C:18]3=[N:17][CH:16]=2)[CH2:11]1. The catalyst class is: 4. (6) Reactant: [CH3:1][C:2]1[N:3]([CH2:16][C:17]([O:19][CH2:20][CH3:21])=[O:18])[C:4]2[C:9]([CH:10]=1)=[CH:8][C:7]([NH:11][S:12]([CH3:15])(=[O:14])=[O:13])=[CH:6][CH:5]=2.[Cl:22][C:23]1[CH:28]=[CH:27][CH:26]=[CH:25][C:24]=1[SH:29].II.S([O-])([O-])(=O)=S.[Na+].[Na+]. Product: [Cl:22][C:23]1[CH:28]=[CH:27][CH:26]=[CH:25][C:24]=1[S:29][C:10]1[C:9]2[C:4](=[CH:5][CH:6]=[C:7]([NH:11][S:12]([CH3:15])(=[O:14])=[O:13])[CH:8]=2)[N:3]([CH2:16][C:17]([O:19][CH2:20][CH3:21])=[O:18])[C:2]=1[CH3:1]. The catalyst class is: 9.